From a dataset of Forward reaction prediction with 1.9M reactions from USPTO patents (1976-2016). Predict the product of the given reaction. (1) Given the reactants S(Cl)([Cl:3])=O.[CH3:5][O:6][C:7]([C:9]1[O:18][C:12]2[NH:13][CH:14]=[CH:15][C:16](=O)[C:11]=2[CH:10]=1)=[O:8], predict the reaction product. The product is: [CH3:5][O:6][C:7]([C:9]1[O:18][C:12]2=[N:13][CH:14]=[CH:15][C:16]([Cl:3])=[C:11]2[CH:10]=1)=[O:8]. (2) Given the reactants [C:1]([O:5][C:6]([N:8]1[CH2:13][CH2:12][C:11]([CH2:19]C(O)=O)([C:14]([O:16][CH2:17][CH3:18])=[O:15])[CH2:10][CH2:9]1)=[O:7])([CH3:4])([CH3:3])[CH3:2].C([N:25]([CH2:28]C)CC)C.C1(P(N=[N+]=[N-])(C2C=CC=CC=2)=[O:37])C=CC=CC=1.[CH2:47]([OH:54])[C:48]1[CH:53]=[CH:52][CH:51]=[CH:50][CH:49]=1, predict the reaction product. The product is: [C:1]([O:5][C:6]([N:8]1[CH2:9][CH2:10][C:11]([CH2:19][NH:25][C:28]([O:54][CH2:47][C:48]2[CH:53]=[CH:52][CH:51]=[CH:50][CH:49]=2)=[O:37])([C:14]([O:16][CH2:17][CH3:18])=[O:15])[CH2:12][CH2:13]1)=[O:7])([CH3:2])([CH3:3])[CH3:4]. (3) Given the reactants [Br:1][C:2]1[C:7]([CH3:8])=[CH:6][C:5]([O:9][CH3:10])=[CH:4][C:3]=1[CH2:11]Br.C([O-])([O-])=O.[K+].[K+].[OH:19][C:20]1[CH:29]=[CH:28][CH:27]=[CH:26][C:21]=1[C:22]([O:24][CH3:25])=[O:23].[NH4+].[Cl-], predict the reaction product. The product is: [Br:1][C:2]1[C:7]([CH3:8])=[CH:6][C:5]([O:9][CH3:10])=[CH:4][C:3]=1[CH2:11][O:19][C:20]1[CH:29]=[CH:28][CH:27]=[CH:26][C:21]=1[C:22]([O:24][CH3:25])=[O:23].